This data is from Full USPTO retrosynthesis dataset with 1.9M reactions from patents (1976-2016). The task is: Predict the reactants needed to synthesize the given product. Given the product [CH3:24][N:25]([CH3:26])[CH2:20][C:21]([N:10]1[C:11]2[C:7](=[CH:6][CH:5]=[C:4]([N+:1]([O-:3])=[O:2])[CH:12]=2)[CH2:8][CH2:9]1)=[O:22], predict the reactants needed to synthesize it. The reactants are: [N+:1]([C:4]1[CH:12]=[C:11]2[C:7]([CH2:8][CH2:9][NH:10]2)=[CH:6][CH:5]=1)([O-:3])=[O:2].C(=O)([O-])[O-].[K+].[K+].Br[CH2:20][C:21](Cl)=[O:22].[CH3:24][NH:25][CH3:26].C1COCC1.